This data is from Reaction yield outcomes from USPTO patents with 853,638 reactions. The task is: Predict the reaction yield, written as a fraction of the theoretical maximum amount of product (1.0 means a 100% yield; for example, 0.34 means a 34% yield). (1) The reactants are [CH3:1][C:2]1[CH:3]=[CH:4][CH:5]=[C:6]2[C:10]=1[NH:9][C:8]([C:11]([OH:13])=O)=[CH:7]2.Cl.CN(C)CCCN=C=NCC.[CH3:26][N:27]1[CH2:32][CH2:31][NH:30][CH2:29][CH2:28]1. The catalyst is C(Cl)Cl. The product is [CH3:1][C:2]1[CH:3]=[CH:4][CH:5]=[C:6]2[C:10]=1[NH:9][C:8]([C:11]([N:30]1[CH2:31][CH2:32][N:27]([CH3:26])[CH2:28][CH2:29]1)=[O:13])=[CH:7]2. The yield is 0.973. (2) The reactants are B(O)O.Br[C:5]1[CH:6]=[C:7]([CH2:12][NH:13][C:14]([C:16]2[CH:17]=[C:18]([CH2:22][CH:23]3[CH2:28][CH2:27][N:26]([C:29]([O:31][C:32]([CH3:35])([CH3:34])[CH3:33])=[O:30])[CH2:25][CH2:24]3)[CH:19]=[CH:20][CH:21]=2)=[O:15])[CH:8]=[CH:9][C:10]=1[F:11].[C:36]([O-:39])([O-])=O.[K+].[K+]. The catalyst is O1CCOCC1.O.CCOC(C)=O.C1C=CC([P]([Pd]([P](C2C=CC=CC=2)(C2C=CC=CC=2)C2C=CC=CC=2)([P](C2C=CC=CC=2)(C2C=CC=CC=2)C2C=CC=CC=2)[P](C2C=CC=CC=2)(C2C=CC=CC=2)C2C=CC=CC=2)(C2C=CC=CC=2)C2C=CC=CC=2)=CC=1. The product is [F:11][C:10]1[C:5]([C:5]2[CH:6]=[CH:7][CH:8]=[C:9]([CH:36]=[O:39])[CH:10]=2)=[CH:6][C:7]([CH2:12][NH:13][C:14]([C:16]2[CH:17]=[C:18]([CH2:22][CH:23]3[CH2:28][CH2:27][N:26]([C:29]([O:31][C:32]([CH3:35])([CH3:34])[CH3:33])=[O:30])[CH2:25][CH2:24]3)[CH:19]=[CH:20][CH:21]=2)=[O:15])=[CH:8][CH:9]=1. The yield is 0.810. (3) The reactants are [NH2:1][C:2]1[C:11]2[C:6](=[C:7](I)[CH:8]=[CH:9][CH:10]=2)[N:5]=[N:4][C:3]=1[C:13]([NH:15][CH2:16][CH2:17][CH3:18])=[O:14].C([Sn](CCCC)(CCCC)[C:24]1[CH:29]=[N:28][CH:27]=[CH:26][N:25]=1)CCC. No catalyst specified. The product is [NH2:1][C:2]1[C:11]2[C:6](=[C:7]([C:24]3[CH:29]=[N:28][CH:27]=[CH:26][N:25]=3)[CH:8]=[CH:9][CH:10]=2)[N:5]=[N:4][C:3]=1[C:13]([NH:15][CH2:16][CH2:17][CH3:18])=[O:14]. The yield is 0.450. (4) The catalyst is C(O)C. The product is [CH3:1][C:2]1[CH:7]=[CH:6][C:5]([NH:8][S:9]([C:12]2[CH:17]=[CH:16][CH:15]=[C:14]([CH3:18])[CH:13]=2)(=[O:11])=[O:10])=[CH:4][C:3]=1[NH:19][C:20]([CH2:22][C:23]1[CH:24]=[CH:25][C:26]([C:27]([NH2:36])=[NH:28])=[CH:29][CH:30]=1)=[O:21]. The yield is 0.590. The reactants are [CH3:1][C:2]1[CH:7]=[CH:6][C:5]([NH:8][S:9]([C:12]2[CH:17]=[CH:16][CH:15]=[C:14]([CH3:18])[CH:13]=2)(=[O:11])=[O:10])=[CH:4][C:3]=1[NH:19][C:20]([CH2:22][C:23]1[CH:30]=[CH:29][C:26]([C:27]#[N:28])=[CH:25][CH:24]=1)=[O:21].Cl.C(=O)([O-])[O-].[NH4+:36].[NH4+]. (5) The reactants are [S:1]([C:19]1C=C(C2N(C(F)(F)F)N=NC=2)C(F)=CC=1Cl)[C:2]1[CH:7]=[C:6]([C:8]2[N:9]([C:13]([F:16])([F:15])[F:14])[N:10]=[N:11][CH:12]=2)[C:5]([F:17])=[CH:4][C:3]=1[Cl:18].C(S([O-])=O)O.[Na+].C(=O)([O-])[O-].[K+].[K+].[F:48][C:49]([F:53])([F:52])CI. No catalyst specified. The product is [F:48][C:49]([F:53])([F:52])[CH2:19][S:1][C:2]1[CH:7]=[C:6]([C:8]2[N:9]([C:13]([F:15])([F:16])[F:14])[N:10]=[N:11][CH:12]=2)[C:5]([F:17])=[CH:4][C:3]=1[Cl:18]. The yield is 0.478. (6) The reactants are [CH:1]1([NH2:5])[CH2:4][CH2:3][CH2:2]1.[NH2:6][C:7]1[C:12]([C:13]#[N:14])=[CH:11][N:10]=[C:9]([NH:15][C:16]2[CH:21]=[CH:20][C:19]([S:22](F)(=[O:24])=[O:23])=[CH:18][CH:17]=2)[N:8]=1. No catalyst specified. The product is [NH2:6][C:7]1[C:12]([C:13]#[N:14])=[CH:11][N:10]=[C:9]([NH:15][C:16]2[CH:17]=[CH:18][C:19]([S:22](=[O:24])(=[O:23])[NH:5][CH:1]3[CH2:4][CH2:3][CH2:2]3)=[CH:20][CH:21]=2)[N:8]=1. The yield is 0.310. (7) The reactants are [C:1]([C:5]1[NH:6][C:7]2[C:12]([CH:13]=1)=[C:11]([F:14])[CH:10]=[CH:9][CH:8]=2)([CH3:4])([CH3:3])[CH3:2].[N+:15]([O-])([O-:17])=[O:16].[K+].O. The catalyst is OS(O)(=O)=O. The product is [C:1]([C:5]1[NH:6][C:7]2[C:12]([CH:13]=1)=[C:11]([F:14])[C:10]([N+:15]([O-:17])=[O:16])=[CH:9][CH:8]=2)([CH3:4])([CH3:2])[CH3:3]. The yield is 0.730.